From a dataset of Forward reaction prediction with 1.9M reactions from USPTO patents (1976-2016). Predict the product of the given reaction. (1) The product is: [F:42][C:38]1[CH:37]=[C:36]([C:33]2[CH:34]=[CH:35][C:30]([C:29]([NH:28][C@H:25]3[CH2:24][CH2:23][C@H:22]([NH:21][C:3](=[O:4])[C:2]([OH:1])([CH3:7])[CH3:6])[CH2:27][CH2:26]3)=[O:43])=[CH:31][N:32]=2)[CH:41]=[CH:40][CH:39]=1. Given the reactants [OH:1][C:2]([CH3:7])([CH3:6])[C:3](O)=[O:4].C(N1C=CN=C1)(N1C=CN=C1)=O.Cl.[NH2:21][C@H:22]1[CH2:27][CH2:26][C@H:25]([NH:28][C:29](=[O:43])[C:30]2[CH:35]=[CH:34][C:33]([C:36]3[CH:41]=[CH:40][CH:39]=[C:38]([F:42])[CH:37]=3)=[N:32][CH:31]=2)[CH2:24][CH2:23]1.C(NC(C)C)(C)C, predict the reaction product. (2) Given the reactants [Cl:1][C:2]1[CH:3]=[C:4]([SH:9])[CH:5]=[CH:6][C:7]=1[F:8].[C:10](=O)([O-])[O-].[K+].[K+].CI, predict the reaction product. The product is: [Cl:1][C:2]1[CH:3]=[C:4]([S:9][CH3:10])[CH:5]=[CH:6][C:7]=1[F:8]. (3) Given the reactants [C:1]([O:5][C:6]([N:8]1[C:12]([C:13]2[CH:18]=[CH:17][C:16](I)=[CH:15][CH:14]=2)=[CH:11][N:10]=[C:9]1[NH:20][C:21]([O:23][C:24]([CH3:27])([CH3:26])[CH3:25])=[O:22])=[O:7])([CH3:4])([CH3:3])[CH3:2].CCN(C(C)C)C(C)C.[C:37]1([C:43]#[CH:44])[CH:42]=[CH:41][CH:40]=[CH:39][CH:38]=1, predict the reaction product. The product is: [C:1]([O:5][C:6]([N:8]1[C:12]([C:13]2[CH:18]=[CH:17][C:16]([C:44]#[C:43][C:37]3[CH:42]=[CH:41][CH:40]=[CH:39][CH:38]=3)=[CH:15][CH:14]=2)=[CH:11][N:10]=[C:9]1[NH:20][C:21]([O:23][C:24]([CH3:27])([CH3:26])[CH3:25])=[O:22])=[O:7])([CH3:4])([CH3:3])[CH3:2].